From a dataset of Full USPTO retrosynthesis dataset with 1.9M reactions from patents (1976-2016). Predict the reactants needed to synthesize the given product. (1) Given the product [C:8]1([C:14]#[C:15][C:16]2[CH:34]=[CH:33][C:19]([C:20]([NH:22][C:23]3[CH:28]=[CH:27][CH:26]=[CH:25][C:24]=3[S:29]([NH:30][C:1](=[O:6])[C:2]([CH3:5])([CH3:4])[CH3:3])(=[O:31])=[O:32])=[O:21])=[CH:18][CH:17]=2)[CH:9]=[CH:10][CH:11]=[CH:12][CH:13]=1, predict the reactants needed to synthesize it. The reactants are: [C:1](Cl)(=[O:6])[C:2]([CH3:5])([CH3:4])[CH3:3].[C:8]1([C:14]#[C:15][C:16]2[CH:34]=[CH:33][C:19]([C:20]([NH:22][C:23]3[CH:28]=[CH:27][CH:26]=[CH:25][C:24]=3[S:29](=[O:32])(=[O:31])[NH2:30])=[O:21])=[CH:18][CH:17]=2)[CH:13]=[CH:12][CH:11]=[CH:10][CH:9]=1. (2) Given the product [CH3:21][N:16]1[C:15]([N:14]2[C:5]3[C:4]4[CH:3]=[C:2]([C:28]5[CH:27]=[N:26][C:25]([CH3:24])=[CH:30][CH:29]=5)[CH:11]=[CH:10][C:9]=4[N:8]=[CH:7][C:6]=3[N:12]([CH3:23])[C:13]2=[O:22])=[CH:19][C:18]([CH3:20])=[N:17]1, predict the reactants needed to synthesize it. The reactants are: Br[C:2]1[CH:11]=[CH:10][C:9]2[N:8]=[CH:7][C:6]3[N:12]([CH3:23])[C:13](=[O:22])[N:14]([C:15]4[N:16]([CH3:21])[N:17]=[C:18]([CH3:20])[CH:19]=4)[C:5]=3[C:4]=2[CH:3]=1.[CH3:24][C:25]1[CH:30]=[CH:29][C:28](B(O)O)=[CH:27][N:26]=1. (3) Given the product [CH2:22]([C@H:21]([NH:29][C:30]([NH:32][C:33]1[CH:34]=[CH:35][C:36]([C:39]2[CH:40]=[CH:41][CH:42]=[CH:43][CH:44]=2)=[CH:37][CH:38]=1)=[O:31])[CH2:20][CH2:19][CH2:18][NH:10][CH2:11][CH2:12][N:13]1[CH2:17][CH2:16][CH2:15][CH2:14]1)[C:23]1[CH:28]=[CH:27][CH:26]=[CH:25][CH:24]=1, predict the reactants needed to synthesize it. The reactants are: C(OC(=O)[N:10]([CH2:18][CH2:19][CH2:20][C@@H:21]([NH:29][C:30]([NH:32][C:33]1[CH:38]=[CH:37][C:36]([C:39]2[CH:44]=[CH:43][CH:42]=[CH:41][CH:40]=2)=[CH:35][CH:34]=1)=[O:31])[CH2:22][C:23]1[CH:28]=[CH:27][CH:26]=[CH:25][CH:24]=1)[CH2:11][CH2:12][N:13]1[CH2:17][CH2:16][CH2:15][CH2:14]1)C1C=CC=CC=1.C(OC(=O)N(CCC[C@@H](NC(OC(C)(C)C)=O)CC1C=CC=CC=1)CCN1CCCC1)C1C=CC=CC=1.Cl. (4) Given the product [O:13]1[CH2:14][CH2:15][CH2:16][CH2:17][CH:12]1[N:10]1[CH:11]=[C:7]([B:20]2[O:32][C:26]([CH3:27])([CH3:25])[C:28]([CH3:31])([CH3:29])[O:30]2)[CH:8]=[N:9]1, predict the reactants needed to synthesize it. The reactants are: C([Li])CCC.Br[C:7]1[CH:8]=[N:9][N:10]([CH:12]2[CH2:17][CH2:16][CH2:15][CH2:14][O:13]2)[CH:11]=1.CO[B:20](OC)OC.[CH3:25][C:26]([OH:32])([C:28]([CH3:31])([OH:30])[CH3:29])[CH3:27].B(O)O. (5) Given the product [C:14]([C:12]1[CH:13]=[C:8]([NH2:7])[CH:9]=[C:10]([NH2:18])[CH:11]=1)([CH3:17])([CH3:15])[CH3:16], predict the reactants needed to synthesize it. The reactants are: C(OC(=O)[NH:7][C:8]1[CH:13]=[C:12]([C:14]([CH3:17])([CH3:16])[CH3:15])[CH:11]=[C:10]([NH:18]C(=O)OC(C)(C)C)[CH:9]=1)(C)(C)C.C(O)(C(F)(F)F)=O. (6) Given the product [CH2:11]([NH:1][C:2]1[N:3]=[N:4][CH:5]=[CH:6][C:7]=1[C:8]([OH:10])=[O:9])[C:12]1[CH:17]=[CH:16][CH:15]=[CH:14][CH:13]=1, predict the reactants needed to synthesize it. The reactants are: [NH2:1][C:2]1[N:3]=[N:4][CH:5]=[CH:6][C:7]=1[C:8]([OH:10])=[O:9].[CH:11](=O)[C:12]1[CH:17]=[CH:16][CH:15]=[CH:14][CH:13]=1.[Na]. (7) The reactants are: [C:1]1([CH2:13][CH2:14][C:15]([NH2:17])=[O:16])[C:11]2=[C:12]3[C:7](=[CH:8][CH:9]=[CH:10]2)[CH2:6][CH2:5][CH2:4][N:3]3[CH:2]=1.C[O:19][C:20](=O)[C:21]([C:23]1[C:31]2[C:26](=[CH:27][CH:28]=[CH:29][CH:30]=2)[NH:25][CH:24]=1)=O.CC(C)([O-])C.[K+].Cl. Given the product [C:1]1([CH2:13][C:14]2[C:15](=[O:16])[NH:17][C:20](=[O:19])[C:21]=2[C:23]2[C:31]3[C:26](=[CH:27][CH:28]=[CH:29][CH:30]=3)[NH:25][CH:24]=2)[C:11]2=[C:12]3[C:7](=[CH:8][CH:9]=[CH:10]2)[CH2:6][CH2:5][CH2:4][N:3]3[CH:2]=1, predict the reactants needed to synthesize it.